This data is from Peptide-MHC class I binding affinity with 185,985 pairs from IEDB/IMGT. The task is: Regression. Given a peptide amino acid sequence and an MHC pseudo amino acid sequence, predict their binding affinity value. This is MHC class I binding data. (1) The peptide sequence is ILMGLDKGW. The MHC is HLA-B57:01 with pseudo-sequence HLA-B57:01. The binding affinity (normalized) is 0.640. (2) The peptide sequence is RRFFPYYVY. The MHC is HLA-B27:04 with pseudo-sequence YHTEYREICAKTDESTLYLNYHDYTWAELAYEWY. The binding affinity (normalized) is 0.260. (3) The MHC is HLA-A02:03 with pseudo-sequence HLA-A02:03. The binding affinity (normalized) is 0.373. The peptide sequence is RVRQAWDTL.